This data is from Forward reaction prediction with 1.9M reactions from USPTO patents (1976-2016). The task is: Predict the product of the given reaction. (1) Given the reactants [CH3:13][CH:12]([O:11][C:9](/N=N/[C:9]([O:11][CH:12]([CH3:14])[CH3:13])=O)=O)[CH3:14].[NH2:15][C:16]1C=C(O)C=[C:20]([O:22][CH3:23])[CH:21]=1.C1C=CC(P(C2C=CC=CC=2)C2C=CC=CC=2)=CC=1.[CH3:44][O:45][CH2:46][CH2:47][O:48][CH2:49][CH2:50][O:51][CH2:52][CH2:53][O:54][CH2:55][CH2:56][O:57][CH2:58]CO, predict the reaction product. The product is: [CH3:58][O:57][CH2:56][CH2:55][O:54][CH2:53][CH2:52][O:51][CH2:50][CH2:49][O:48][CH2:47][CH2:46][O:45][CH2:44][CH2:23][O:22][C:20]1[CH:21]=[C:16]([CH:14]=[C:12]([O:11][CH3:9])[CH:13]=1)[NH2:15]. (2) Given the reactants [F:1][C:2]([F:13])([F:12])[C:3]1[CH:4]=[C:5]([N:9]=[C:10]=[S:11])[CH:6]=[CH:7][CH:8]=1.[NH2:14][CH2:15][C:16]1[C:21]([CH3:22])=[CH:20][CH:19]=[CH:18][C:17]=1[NH2:23], predict the reaction product. The product is: [NH2:23][C:17]1[CH:18]=[CH:19][CH:20]=[C:21]([CH3:22])[C:16]=1[CH2:15][NH:14][C:10]([NH:9][C:5]1[CH:6]=[CH:7][CH:8]=[C:3]([C:2]([F:12])([F:1])[F:13])[CH:4]=1)=[S:11]. (3) Given the reactants [NH2:1][C@H:2]([C:5]1[CH:10]=[CH:9][CH:8]=[CH:7][CH:6]=1)[CH2:3][OH:4].[CH2:11]([C@@H:18]([CH2:22][CH:23]=[CH2:24])[C:19](O)=[O:20])[C:12]1[CH:17]=[CH:16][CH:15]=[CH:14][CH:13]=1, predict the reaction product. The product is: [CH2:11]([C@@H:18]([CH2:22][CH:23]=[CH2:24])[C:19]([NH:1][C@H:2]([C:5]1[CH:10]=[CH:9][CH:8]=[CH:7][CH:6]=1)[CH2:3][OH:4])=[O:20])[C:12]1[CH:17]=[CH:16][CH:15]=[CH:14][CH:13]=1. (4) The product is: [Br:18][C:19]1[CH:24]=[CH:23][C:22]([S:25]([O:10][CH2:9][CH2:8][O:7][CH:1]2[CH2:6][CH2:5][CH2:4][CH2:3][CH2:2]2)(=[O:27])=[O:26])=[CH:21][CH:20]=1. Given the reactants [CH:1]1([O:7][CH2:8][CH2:9][OH:10])[CH2:6][CH2:5][CH2:4][CH2:3][CH2:2]1.C(N(CC)CC)C.[Br:18][C:19]1[CH:24]=[CH:23][C:22]([S:25](Cl)(=[O:27])=[O:26])=[CH:21][CH:20]=1, predict the reaction product. (5) Given the reactants [F:1][C:2]1[CH:3]=[C:4]([CH2:20][OH:21])[CH:5]=[C:6]([F:19])[C:7]=1[O:8][C:9]1[CH:10]=[N:11][C:12]([C:15]([F:18])([F:17])[F:16])=[N:13][CH:14]=1.Cl[C:23]1[CH:34]=[C:27]2[N:28]([CH3:33])[C@@H:29]([CH3:32])[CH2:30][CH2:31][N:26]2[C:25](=[O:35])[N:24]=1, predict the reaction product. The product is: [F:1][C:2]1[CH:3]=[C:4]([CH:5]=[C:6]([F:19])[C:7]=1[O:8][C:9]1[CH:14]=[N:13][C:12]([C:15]([F:17])([F:18])[F:16])=[N:11][CH:10]=1)[CH2:20][O:21][C:23]1[CH:34]=[C:27]2[N:28]([CH3:33])[C@@H:29]([CH3:32])[CH2:30][CH2:31][N:26]2[C:25](=[O:35])[N:24]=1.